Dataset: NCI-60 drug combinations with 297,098 pairs across 59 cell lines. Task: Regression. Given two drug SMILES strings and cell line genomic features, predict the synergy score measuring deviation from expected non-interaction effect. Cell line: SW-620. Synergy scores: CSS=2.08, Synergy_ZIP=2.24, Synergy_Bliss=4.88, Synergy_Loewe=1.45, Synergy_HSA=2.25. Drug 1: C1=CC=C(C(=C1)C(C2=CC=C(C=C2)Cl)C(Cl)Cl)Cl. Drug 2: C1C(C(OC1N2C=NC3=C2NC=NCC3O)CO)O.